From a dataset of Reaction yield outcomes from USPTO patents with 853,638 reactions. Predict the reaction yield, written as a fraction of the theoretical maximum amount of product (1.0 means a 100% yield; for example, 0.34 means a 34% yield). The reactants are [OH-].[Li+].[O:3]1[C:7]2[CH:8]=[CH:9][C:10]([C:12]3[CH:17]=[CH:16][C:15]([C:18]([NH:20][C@@H:21]([CH:26]4[CH2:31][CH2:30][CH2:29][CH2:28][CH2:27]4)[C:22]([O:24]C)=[O:23])=[O:19])=[C:14]([NH:32][C:33]([NH:35][C:36]4[C:41]([CH3:42])=[CH:40][C:39]([CH3:43])=[CH:38][C:37]=4[CH3:44])=[O:34])[CH:13]=3)=[CH:11][C:6]=2[O:5][CH2:4]1.CO.O. The catalyst is C1COCC1.CCCCCC.C(OCC)(=O)C. The product is [O:3]1[C:7]2[CH:8]=[CH:9][C:10]([C:12]3[CH:17]=[CH:16][C:15]([C:18]([NH:20][C@@H:21]([CH:26]4[CH2:31][CH2:30][CH2:29][CH2:28][CH2:27]4)[C:22]([OH:24])=[O:23])=[O:19])=[C:14]([NH:32][C:33]([NH:35][C:36]4[C:37]([CH3:44])=[CH:38][C:39]([CH3:43])=[CH:40][C:41]=4[CH3:42])=[O:34])[CH:13]=3)=[CH:11][C:6]=2[O:5][CH2:4]1. The yield is 0.640.